Task: Predict the reactants needed to synthesize the given product.. Dataset: Full USPTO retrosynthesis dataset with 1.9M reactions from patents (1976-2016) (1) Given the product [NH2:30][C:20]1[CH:21]=[CH:22][C:23]([C:25]2[S:26][CH:27]=[CH:28][CH:29]=2)=[CH:24][C:19]=1[NH:18][C:16](=[O:17])[C:15]1[CH:38]=[CH:39][C:12]([CH:3]([NH2:4])[C:2]([NH2:1])=[O:40])=[CH:13][CH:14]=1, predict the reactants needed to synthesize it. The reactants are: [NH2:1][C:2](=[O:40])[CH:3]([C:12]1[CH:39]=[CH:38][C:15]([C:16]([NH:18][C:19]2[CH:24]=[C:23]([C:25]3[S:26][CH:27]=[CH:28][CH:29]=3)[CH:22]=[CH:21][C:20]=2[NH:30]C(=O)OC(C)(C)C)=[O:17])=[CH:14][CH:13]=1)[NH:4]C(OC(C)(C)C)=O.C(O)(C(F)(F)F)=O. (2) Given the product [CH:21]1([N:7]([C@H:42]2[CH2:43][CH2:44][C@H:45]([CH2:48][O:49][C:50]3[CH:51]=[CH:52][C:53]([F:56])=[CH:54][CH:55]=3)[CH2:46][CH2:47]2)[C:8](=[O:20])[NH:9][C:10]2[S:11][C:12]([S:15][CH2:16][CH2:61][C:60]([OH:70])=[O:59])=[CH:13][N:14]=2)[CH2:22][CH2:23][CH2:24][CH2:25][CH2:26]1, predict the reactants needed to synthesize it. The reactants are: C1([N:7]([C@H:21]2[CH2:26][CH2:25][C@H:24](COC3C=CC=CC=3)[CH2:23][CH2:22]2)[C:8](=[O:20])[NH:9][C:10]2[S:11][C:12]([S:15][CH2:16]C(O)=O)=[CH:13][N:14]=2)CCCCC1.C1(N[C@H:42]2[CH2:47][CH2:46][C@H:45]([CH2:48][O:49][C:50]3[CH:55]=[CH:54][C:53]([F:56])=[CH:52][CH:51]=3)[CH2:44][CH2:43]2)CCCCC1.C([O:59][C:60](=[O:70])[CH:61](SC1SC(N)=NC=1)C)C. (3) Given the product [Cl:1][C:2]1[CH:15]=[C:14]([CH:13]=[CH:12][C:3]=1[O:4][CH2:5][CH2:6][N:7]1[CH2:11][CH2:10][CH2:9][CH2:8]1)[NH2:16], predict the reactants needed to synthesize it. The reactants are: [Cl:1][C:2]1[CH:15]=[C:14]([N+:16]([O-])=O)[CH:13]=[CH:12][C:3]=1[O:4][CH2:5][CH2:6][N:7]1[CH2:11][CH2:10][CH2:9][CH2:8]1. (4) Given the product [CH3:21][O:16][C:14]1[N:15]=[C:10]([C:9]2[C:5]3[CH:4]=[C:3]([CH2:2][OH:1])[CH:19]=[CH:18][C:6]=3[S:7][CH:8]=2)[C:11]([CH3:17])=[CH:12][CH:13]=1, predict the reactants needed to synthesize it. The reactants are: [OH:1][CH2:2][C:3]1[CH:19]=[CH:18][C:6]2[S:7][CH:8]=[C:9]([C:10]3[N:15]=[C:14]([OH:16])[CH:13]=[CH:12][C:11]=3[CH3:17])[C:5]=2[CH:4]=1.I[CH3:21].